This data is from TCR-epitope binding with 47,182 pairs between 192 epitopes and 23,139 TCRs. The task is: Binary Classification. Given a T-cell receptor sequence (or CDR3 region) and an epitope sequence, predict whether binding occurs between them. (1) Result: 0 (the TCR does not bind to the epitope). The epitope is DRFYKTLRAEQASQEV. The TCR CDR3 sequence is CSVSELEVPDTQYF. (2) The epitope is TPQDLNTML. The TCR CDR3 sequence is CASSFTGTSGPQETQYF. Result: 1 (the TCR binds to the epitope). (3) The epitope is KLGGALQAK. The TCR CDR3 sequence is CASSLVSLSLTGELFF. Result: 1 (the TCR binds to the epitope). (4) The epitope is FLPRVFSAV. The TCR CDR3 sequence is CATSDLTGDEQFF. Result: 1 (the TCR binds to the epitope). (5) The epitope is FPPTSFGPL. The TCR CDR3 sequence is CASSLVGSRGAYNEQFF. Result: 0 (the TCR does not bind to the epitope). (6) The epitope is FVRATATIPI. The TCR CDR3 sequence is CASSPLGDYDEQYF. Result: 0 (the TCR does not bind to the epitope). (7) The epitope is LEPLVDLPI. The TCR CDR3 sequence is CASSESTGGPRDNEQFF. Result: 0 (the TCR does not bind to the epitope). (8) The epitope is DATYQRTRALVR. The TCR CDR3 sequence is CAIRTRTGESYTF. Result: 0 (the TCR does not bind to the epitope). (9) The epitope is HLVDFQVTI. The TCR CDR3 sequence is CASSPGLNTGELFF. Result: 1 (the TCR binds to the epitope). (10) The epitope is IIKDYGKQM. The TCR CDR3 sequence is CASSNPRGRPSYEQYF. Result: 0 (the TCR does not bind to the epitope).